From a dataset of Reaction yield outcomes from USPTO patents with 853,638 reactions. Predict the reaction yield, written as a fraction of the theoretical maximum amount of product (1.0 means a 100% yield; for example, 0.34 means a 34% yield). (1) The reactants are [C:1]([C:3]1[CH:4]=[C:5]([NH:9][C:10]([O:12][CH2:13][CH2:14][C:15]2[C:20]([CH2:21][CH3:22])=[CH:19][C:18](B(O)O)=[CH:17][C:16]=2[CH2:26][CH3:27])=[O:11])[CH:6]=[CH:7][CH:8]=1)#[N:2].[NH2:28][C:29]1[CH:30]=[C:31]2[C:36](=[CH:37][CH:38]=1)[C:35]([N:39]([C:47]([O:49][C:50]([CH3:53])([CH3:52])[CH3:51])=[O:48])[C:40]([O:42][C:43]([CH3:46])([CH3:45])[CH3:44])=[O:41])=[N:34][CH:33]=[CH:32]2.O.[C:55]([OH:59])(=[O:58])[CH:56]=O. No catalyst specified. The product is [C:50]([O:49][C:47]([N:39]([C:40]([O:42][C:43]([CH3:44])([CH3:45])[CH3:46])=[O:41])[C:35]1[C:36]2[C:31](=[CH:30][C:29]([NH:28][CH:56]([C:18]3[CH:19]=[C:20]([CH2:21][CH3:22])[C:15]([CH2:14][CH2:13][O:12][C:10](=[O:11])[NH:9][C:5]4[CH:6]=[CH:7][CH:8]=[C:3]([C:1]#[N:2])[CH:4]=4)=[C:16]([CH2:26][CH3:27])[CH:17]=3)[C:55]([OH:59])=[O:58])=[CH:38][CH:37]=2)[CH:32]=[CH:33][N:34]=1)=[O:48])([CH3:53])([CH3:52])[CH3:51]. The yield is 0.750. (2) The reactants are [Cl:1][C:2]1[CH:13]=[CH:12][C:5]2[NH:6][C:7](=[O:11])[O:8][C:9](=[O:10])[C:4]=2[CH:3]=1.[H-].[Na+].[F:16][C:17]1[CH:24]=[CH:23][C:20]([CH2:21]Br)=[CH:19][CH:18]=1. The catalyst is CN(C=O)C. The product is [Cl:1][C:2]1[CH:13]=[CH:12][C:5]2[N:6]([CH2:21][C:20]3[CH:23]=[CH:24][C:17]([F:16])=[CH:18][CH:19]=3)[C:7](=[O:11])[O:8][C:9](=[O:10])[C:4]=2[CH:3]=1. The yield is 0.960. (3) The product is [Cl:1][C:2]1[CH:11]=[C:10]([O:12][CH:13]([CH3:15])[CH3:14])[C:9]([N:16]2[CH:20]=[CH:19][CH:18]=[N:17]2)=[CH:8][C:3]=1[C:4]([NH2:21])=[O:5]. The catalyst is CO. The reactants are [Cl:1][C:2]1[CH:11]=[C:10]([O:12][CH:13]([CH3:15])[CH3:14])[C:9]([N:16]2[CH:20]=[CH:19][CH:18]=[N:17]2)=[CH:8][C:3]=1[C:4](OC)=[O:5].[NH3:21]. The yield is 0.311. (4) The reactants are [C:1]([C:3]1[CH:8]=[CH:7][C:6]([C:9]2[N:13]3[CH:14]=[C:15]([C:18]4[CH:27]=[CH:26][C:21]([C:22]([O:24]C)=[O:23])=[C:20]([NH:28][CH:29]=[O:30])[CH:19]=4)[CH:16]=[CH:17][C:12]3=[N:11][CH:10]=2)=[CH:5][CH:4]=1)#[N:2].[Li+].[OH-].[CH2:33]1COCC1.O.CCO. No catalyst specified. The product is [C:29]([NH:28][C:20]1[CH:19]=[C:18]([C:15]2[CH:16]=[CH:17][C:12]3[N:13]([C:9]([C:6]4[CH:5]=[CH:4][C:3]([C:1]#[N:2])=[CH:8][CH:7]=4)=[CH:10][N:11]=3)[CH:14]=2)[CH:27]=[CH:26][C:21]=1[C:22]([OH:24])=[O:23])(=[O:30])[CH3:33]. The yield is 0.920. (5) The reactants are [CH3:1][C:2]1[CH:7]=[C:6]([CH2:8][N:9]2[CH2:13][CH2:12][CH2:11][CH2:10]2)[CH:5]=[C:4]([CH3:14])[C:3]=1[OH:15].CC(C)([O-])C.[K+].CS(O[C@H:27]1[CH2:30][C@@H:29]([CH2:31][N:32]2[CH2:37][CH2:36][O:35][CH2:34][CH2:33]2)[CH2:28]1)(=O)=O.C(Cl)(Cl)[Cl:39]. The catalyst is CS(C)=O.[Br-].C([N+](CCCC)(CCCC)CCCC)CCC. The product is [ClH:39].[ClH:39].[CH3:1][C:2]1[CH:7]=[C:6]([CH2:8][N:9]2[CH2:13][CH2:12][CH2:11][CH2:10]2)[CH:5]=[C:4]([CH3:14])[C:3]=1[O:15][C@H:27]1[CH2:28][C@H:29]([CH2:31][N:32]2[CH2:33][CH2:34][O:35][CH2:36][CH2:37]2)[CH2:30]1. The yield is 0.230. (6) The reactants are [C:1]1([C@@H:7]([NH:9][C:10]2[CH2:15][N:14]([C:16]([O:18][C:19]([CH3:22])([CH3:21])[CH3:20])=[O:17])[CH2:13][CH2:12][C:11]=2[C:23]([O:25][CH2:26][CH3:27])=[O:24])[CH3:8])[CH:6]=[CH:5][CH:4]=[CH:3][CH:2]=1.[BH-](OC(C)=O)(OC(C)=O)OC(C)=O.[Na+].C(O)(=O)C.N. The catalyst is C1(C)C=CC=CC=1. The product is [C:1]1([C@@H:7]([NH:9][C@H:10]2[C@@H:11]([C:23]([O:25][CH2:26][CH3:27])=[O:24])[CH2:12][CH2:13][N:14]([C:16]([O:18][C:19]([CH3:21])([CH3:20])[CH3:22])=[O:17])[CH2:15]2)[CH3:8])[CH:6]=[CH:5][CH:4]=[CH:3][CH:2]=1. The yield is 0.940.